This data is from Forward reaction prediction with 1.9M reactions from USPTO patents (1976-2016). The task is: Predict the product of the given reaction. Given the reactants I[C:2]1[C:3]([NH:8][C:9](=[O:14])[C:10]([CH3:13])([CH3:12])[CH3:11])=[N:4][CH:5]=[CH:6][CH:7]=1.[Br:15][C:16]1[CH:17]=[N:18][NH:19][CH:20]=1.[C@@H]1(N)CCCC[C@H]1N.C(=O)([O-])[O-].[K+].[K+], predict the reaction product. The product is: [Br:15][C:16]1[CH:17]=[N:18][N:19]([C:2]2[C:3]([NH:8][C:9](=[O:14])[C:10]([CH3:13])([CH3:12])[CH3:11])=[N:4][CH:5]=[CH:6][CH:7]=2)[CH:20]=1.